This data is from Reaction yield outcomes from USPTO patents with 853,638 reactions. The task is: Predict the reaction yield, written as a fraction of the theoretical maximum amount of product (1.0 means a 100% yield; for example, 0.34 means a 34% yield). (1) The reactants are C(N(S(F)(F)[F:7])CC)C.O[CH2:11][C:12]1[O:16][N:15]=[C:14]([C:17]([O:19][CH2:20][CH3:21])=[O:18])[CH:13]=1.O.C(=O)(O)[O-].[Na+]. The catalyst is C(Cl)Cl. The product is [F:7][CH2:11][C:12]1[O:16][N:15]=[C:14]([C:17]([O:19][CH2:20][CH3:21])=[O:18])[CH:13]=1. The yield is 0.600. (2) The reactants are [Si]([O:8][C@H:9]([CH3:35])[C@@H:10]([NH:24][C:25]1[CH:32]=[CH:31][C:28]([C:29]#[N:30])=[C:27]([Cl:33])[C:26]=1[CH3:34])[C:11]1[O:12][C:13]([C:16]2[CH:21]=[CH:20][C:19]([OH:22])=[C:18]([Cl:23])[CH:17]=2)=[N:14][N:15]=1)(C(C)(C)C)(C)C.CCCC[N+](CCCC)(CCCC)CCCC.[F-]. The catalyst is C1COCC1. The product is [Cl:33][C:27]1[C:26]([CH3:34])=[C:25]([NH:24][C@@H:10]([C:11]2[O:12][C:13]([C:16]3[CH:21]=[CH:20][C:19]([OH:22])=[C:18]([Cl:23])[CH:17]=3)=[N:14][N:15]=2)[C@H:9]([OH:8])[CH3:35])[CH:32]=[CH:31][C:28]=1[C:29]#[N:30]. The yield is 0.630. (3) The reactants are [CH3:1][C:2]1[CH:7]=[CH:6][C:5]([SH:8])=[CH:4][CH:3]=1.[H-].[Na+].[CH2:11]([O:13][C:14](=[O:17])[CH2:15]Br)[CH3:12]. The catalyst is C1COCC1. The product is [CH2:11]([O:13][C:14](=[O:17])[CH2:15][S:8][C:5]1[CH:6]=[CH:7][C:2]([CH3:1])=[CH:3][CH:4]=1)[CH3:12]. The yield is 0.990. (4) The reactants are [Br:1][C:2]1[CH:3]=[C:4]([CH:8]2[CH2:11][C:10](=O)[CH2:9]2)[CH:5]=[CH:6][CH:7]=1.[CH2:13]([O:15][C:16](=[O:37])[CH:17]=P(C1C=CC=CC=1)(C1C=CC=CC=1)C1C=CC=CC=1)[CH3:14]. The catalyst is ClCCl. The product is [CH2:13]([O:15][C:16](=[O:37])[CH:17]=[C:10]1[CH2:11][CH:8]([C:4]2[CH:5]=[CH:6][CH:7]=[C:2]([Br:1])[CH:3]=2)[CH2:9]1)[CH3:14]. The yield is 0.890. (5) The reactants are [CH2:1]([O:3][C:4]([C:6]1[CH:7]=[N:8][N:9]([C:11]2[N:15](COCCOC)[C:14]3[CH:22]=[C:23]([S:30]([CH2:32][CH3:33])=[O:31])[C:24](C(F)(F)F)=[CH:25][C:13]=3[N:12]=2)[CH:10]=1)=[O:5])[CH3:2].[ClH:34]. The catalyst is C(O)C.O1CCOCC1. The product is [CH2:1]([O:3][C:4]([C:6]1[CH:7]=[N:8][N:9]([C:11]2[NH:15][C:14]3[CH:22]=[C:23]([S:30]([CH2:32][CH3:33])=[O:31])[C:24]([Cl:34])=[CH:25][C:13]=3[N:12]=2)[CH:10]=1)=[O:5])[CH3:2]. The yield is 0.670.